From a dataset of Full USPTO retrosynthesis dataset with 1.9M reactions from patents (1976-2016). Predict the reactants needed to synthesize the given product. (1) Given the product [N:4]1[N:3]([CH2:7][C:8]([N:20]2[CH2:21][C@H:17]([CH2:16][C:15]3[CH:39]=[CH:40][C:12]([F:11])=[CH:13][C:14]=3[CH3:41])[CH2:18][C@H:19]2[C:22]([NH:24][C:25]2[CH:30]=[CH:29][C:28]([O:31][C:32]3[CH:33]=[CH:34][C:35]([F:38])=[CH:36][CH:37]=3)=[CH:27][CH:26]=2)=[O:23])=[O:10])[N:2]=[CH:6][CH:5]=1, predict the reactants needed to synthesize it. The reactants are: Cl.[N:2]1[N:3]([CH2:7][C:8]([OH:10])=O)[N:4]=[CH:5][CH:6]=1.[F:11][C:12]1[CH:40]=[CH:39][C:15]([CH2:16][C@H:17]2[CH2:21][NH:20][C@H:19]([C:22]([NH:24][C:25]3[CH:30]=[CH:29][C:28]([O:31][C:32]4[CH:37]=[CH:36][C:35]([F:38])=[CH:34][CH:33]=4)=[CH:27][CH:26]=3)=[O:23])[CH2:18]2)=[C:14]([CH3:41])[CH:13]=1. (2) Given the product [Br:22][C:8]1[CH:7]=[CH:6][C:5]2[O:1][CH:2]([CH:10]3[CH2:15][CH2:14][N:13]([C:16](=[O:21])[C:17]([F:19])([F:18])[F:20])[CH2:12][CH2:11]3)[CH2:3][C:4]=2[CH:9]=1, predict the reactants needed to synthesize it. The reactants are: [O:1]1[C:5]2[CH:6]=[CH:7][CH:8]=[CH:9][C:4]=2[CH2:3][CH:2]1[CH:10]1[CH2:15][CH2:14][N:13]([C:16](=[O:21])[C:17]([F:20])([F:19])[F:18])[CH2:12][CH2:11]1.[Br:22]N1C(=O)CCC1=O. (3) Given the product [CH:19]1[C:31]2[CH2:30][C:29]3[C:24](=[CH:25][CH:26]=[CH:27][CH:28]=3)[C:23]=2[CH:22]=[CH:21][C:20]=1[C:32]1[S:36][C:35]([NH:37][C:38]([C:40]2[O:41][C:42]([C:13]3[CH:14]=[CH:15][C:10]([C:8]([N:5]4[CH2:6][CH2:7][N:2]([CH3:1])[CH2:3][CH2:4]4)=[O:9])=[CH:11][CH:12]=3)=[CH:43][CH:44]=2)=[O:39])=[N:34][CH:33]=1, predict the reactants needed to synthesize it. The reactants are: [CH3:1][N:2]1[CH2:7][CH2:6][N:5]([C:8]([C:10]2[CH:15]=[CH:14][C:13](B(O)O)=[CH:12][CH:11]=2)=[O:9])[CH2:4][CH2:3]1.[CH:19]1[C:31]2[CH2:30][C:29]3[C:24](=[CH:25][CH:26]=[CH:27][CH:28]=3)[C:23]=2[CH:22]=[CH:21][C:20]=1[C:32]1[S:36][C:35]([NH:37][C:38]([C:40]2[O:41][C:42](Br)=[CH:43][CH:44]=2)=[O:39])=[N:34][CH:33]=1.C([O-])([O-])=O.[K+].[K+]. (4) Given the product [NH2:8][CH2:16][C@@H:17]1[O:21][C:20](=[O:22])[N:19]([C:23]2[CH:28]=[CH:27][C:26]([N:29]3[CH2:30][CH2:31][O:32][CH2:33][CH2:34]3)=[C:25]([F:35])[CH:24]=2)[CH2:18]1, predict the reactants needed to synthesize it. The reactants are: C([N:8]([CH2:16][C@@H:17]1[O:21][C:20](=[O:22])[N:19]([C:23]2[CH:28]=[CH:27][C:26]([N:29]3[CH2:34][CH2:33][O:32][CH2:31][CH2:30]3)=[C:25]([F:35])[CH:24]=2)[CH2:18]1)CC1C=CC=CC=1)C1C=CC=CC=1.CO.N#N.O.NN. (5) Given the product [Cl:37][C:20]1[C:21]([NH:23][C:24]2[C:35]([F:36])=[CH:34][CH:33]=[CH:32][C:25]=2[C:26]([NH:28][CH2:29][C:30]#[CH:31])=[O:27])=[N:22][C:17]([NH:38][C:39]2[CH:54]=[CH:53][C:42]3[N:43]([CH2:51][CH3:52])[CH2:44][C:45]([OH:48])([CH2:49][OH:50])[CH2:46][O:47][C:41]=3[CH:40]=2)=[N:18][CH:19]=1, predict the reactants needed to synthesize it. The reactants are: C12(CS(O)(=O)=O)C(C)(C)C(CC1)CC2=O.Cl[C:17]1[N:22]=[C:21]([NH:23][C:24]2[C:35]([F:36])=[CH:34][CH:33]=[CH:32][C:25]=2[C:26]([NH:28][CH2:29][C:30]#[CH:31])=[O:27])[C:20]([Cl:37])=[CH:19][N:18]=1.[NH2:38][C:39]1[CH:54]=[CH:53][C:42]2[N:43]([CH2:51][CH3:52])[CH2:44][C:45]([CH2:49][OH:50])([OH:48])[CH2:46][O:47][C:41]=2[CH:40]=1. (6) Given the product [C:19]12([CH2:29][C:30]([NH:1][N:2]3[N:11]=[C:10]([C:12]4[CH:13]=[CH:14][CH:15]=[CH:16][CH:17]=4)[C:9]4[CH2:8][CH2:7][CH2:6][CH2:5][C:4]=4[C:3]3=[O:18])=[O:31])[CH2:26][CH:25]3[CH2:24][CH:23]([CH2:22][CH:21]([CH2:27]3)[CH2:20]1)[CH2:28]2, predict the reactants needed to synthesize it. The reactants are: [NH2:1][N:2]1[N:11]=[C:10]([C:12]2[CH:17]=[CH:16][CH:15]=[CH:14][CH:13]=2)[C:9]2[CH2:8][CH2:7][CH2:6][CH2:5][C:4]=2[C:3]1=[O:18].[C:19]12([CH2:29][C:30](O)=[O:31])[CH2:28][CH:23]3[CH2:24][CH:25]([CH2:27][CH:21]([CH2:22]3)[CH2:20]1)[CH2:26]2. (7) The reactants are: [Br:1][C:2]1[NH:3][C:4]2[CH:5]=[CH:6][CH:7]=[C:8]3[C:14](=[O:15])[NH:13][CH2:12][CH2:11][C:10]=1[C:9]=23.[F:16]C1C=CC(C)=C(C=1)C(O)=O. Given the product [Br:1][C:2]1[NH:3][C:4]2[CH:5]=[C:6]([F:16])[CH:7]=[C:8]3[C:14](=[O:15])[NH:13][CH2:12][CH2:11][C:10]=1[C:9]=23, predict the reactants needed to synthesize it. (8) Given the product [CH2:1]([O:8][C:9](=[O:31])[C@@H:10]([NH2:23])[CH2:11][CH2:12][C:13]1[N:17]([CH3:18])[C:16]2[CH:19]=[CH:20][CH:21]=[CH:22][C:15]=2[N:14]=1)[C:2]1[CH:3]=[CH:4][CH:5]=[CH:6][CH:7]=1, predict the reactants needed to synthesize it. The reactants are: [CH2:1]([O:8][C:9](=[O:31])[C@@H:10]([NH:23]C(OC(C)(C)C)=O)[CH2:11][CH2:12][C:13]1[N:17]([CH3:18])[C:16]2[CH:19]=[CH:20][CH:21]=[CH:22][C:15]=2[N:14]=1)[C:2]1[CH:7]=[CH:6][CH:5]=[CH:4][CH:3]=1.